From a dataset of Experimentally validated miRNA-target interactions with 360,000+ pairs, plus equal number of negative samples. Binary Classification. Given a miRNA mature sequence and a target amino acid sequence, predict their likelihood of interaction. The miRNA is mmu-miR-466q with sequence GUGCACACACACACAUACGU. The protein sequence of the target gene is MTCSLLPSEQSSGASFLPKSNASFPWGSLDEDELDDSLLEFSDGEEDDGHFSFTEEEIEMLLKDDDGGHNEYRPRKSQILPDIPQENSLYSLGPAAETPGFLKLPQLSTSVGHGPTPSKSLNRHFVLEKNLIKVTVVAPFNPTVCDPVLDKDKIDSSKETENPASLREQTREDDPQPNESKRCTEPEGVSPNTSAWDGPLLSSPSNNNIEQTASDKNIPESKKPTPVFSQISNHSEVPNRKNSGSHKSGCEVRIPVVSSSSNRHAFDKDSGEAKGERRLGKVIPVLQTRTRMFSQSELEK.... Result: 1 (interaction).